From a dataset of Catalyst prediction with 721,799 reactions and 888 catalyst types from USPTO. Predict which catalyst facilitates the given reaction. (1) Reactant: C(NC(C)C)(C)C.[Li]CCCC.[Br:13][C:14]1[CH:19]=[CH:18][C:17]([F:20])=[CH:16][CH:15]=1.[F:21][CH:22]([F:28])[C:23](OCC)=[O:24]. Product: [Br:13][C:14]1[CH:19]=[CH:18][C:17]([F:20])=[C:16]([C:23](=[O:24])[CH:22]([F:28])[F:21])[CH:15]=1. The catalyst class is: 7. (2) Reactant: Br[CH2:2][C:3]1[CH:8]=[CH:7][C:6]([C:9]([OH:18])([C:14]([F:17])([F:16])[F:15])[C:10]([F:13])([F:12])[F:11])=[CH:5][CH:4]=1.[N:19]1([C:25]([O:27][C:28]([CH3:31])([CH3:30])[CH3:29])=[O:26])[CH2:24][CH2:23][NH:22][CH2:21][CH2:20]1.C(=O)([O-])[O-].[K+].[K+]. Product: [F:11][C:10]([F:13])([F:12])[C:9]([C:6]1[CH:7]=[CH:8][C:3]([CH2:2][N:22]2[CH2:21][CH2:20][N:19]([C:25]([O:27][C:28]([CH3:31])([CH3:30])[CH3:29])=[O:26])[CH2:24][CH2:23]2)=[CH:4][CH:5]=1)([OH:18])[C:14]([F:17])([F:16])[F:15]. The catalyst class is: 10. (3) Reactant: [Cl:1][C:2]1[N:7]=[C:6](Cl)[CH:5]=[CH:4][N:3]=1.[CH3:9][C:10]1[NH:11][CH:12]=[CH:13][CH:14]=1.[H-].[Na+].C(OCC)(=O)C. The catalyst class is: 3. Product: [Cl:1][C:2]1[N:7]=[C:6]([N:11]2[CH:12]=[CH:13][CH:14]=[C:10]2[CH3:9])[CH:5]=[CH:4][N:3]=1. (4) Reactant: [Br:1][C:2]1[CH:3]=[C:4]([CH:18]=[C:19]([CH3:21])[CH:20]=1)[C:5]([C:7]1[NH:12][C:11](=[O:13])[NH:10][C:9](=[O:14])[C:8]=1[CH:15]([CH3:17])[CH3:16])=[O:6].Cl[CH2:23][C:24]1[CH:29]=[C:28]([CH3:30])[N:27]=[C:26]([N:31]2[C:39](=[O:40])[C:38]3[C:33](=[CH:34][CH:35]=[CH:36][CH:37]=3)[C:32]2=[O:41])[CH:25]=1.C(=O)([O-])[O-].[K+].[K+].[I-].[Li+]. Product: [Br:1][C:2]1[CH:3]=[C:4]([CH:18]=[C:19]([CH3:21])[CH:20]=1)[C:5]([C:7]1[N:12]([CH2:23][C:24]2[CH:29]=[C:28]([CH3:30])[N:27]=[C:26]([N:31]3[C:39](=[O:40])[C:38]4[C:33](=[CH:34][CH:35]=[CH:36][CH:37]=4)[C:32]3=[O:41])[CH:25]=2)[C:11](=[O:13])[NH:10][C:9](=[O:14])[C:8]=1[CH:15]([CH3:16])[CH3:17])=[O:6]. The catalyst class is: 3. (5) Reactant: [F:1][C:2]1[CH:27]=[CH:26][C:5]([O:6][CH2:7][CH:8]2[CH2:14][N:13]([C:15](=[O:24])[C:16]3[CH:21]=[C:20]([CH3:22])[CH:19]=[CH:18][C:17]=3I)[CH:12]([CH3:25])[CH2:11][CH2:10][CH2:9]2)=[CH:4][C:3]=1[CH3:28].C([Sn](CCCC)(CCCC)[C:34]1[S:35][CH:36]=[CH:37][N:38]=1)CCC. Product: [F:1][C:2]1[CH:27]=[CH:26][C:5]([O:6][CH2:7][CH:8]2[CH2:14][N:13]([C:15](=[O:24])[C:16]3[CH:21]=[C:20]([CH3:22])[CH:19]=[CH:18][C:17]=3[C:34]3[S:35][CH:36]=[CH:37][N:38]=3)[CH:12]([CH3:25])[CH2:11][CH2:10][CH2:9]2)=[CH:4][C:3]=1[CH3:28]. The catalyst class is: 11. (6) Reactant: [CH3:1][C:2]1[CH:7]=[CH:6][C:5]([S:8]([O:11][CH2:12][CH:13]2[CH2:17][C:16]3[CH:18]=[CH:19][CH:20]=[C:21](Br)[C:15]=3[O:14]2)(=[O:10])=[O:9])=[CH:4][CH:3]=1.[F:23][C:24]([F:35])([F:34])[C:25]1[CH:30]=[CH:29][C:28](B(O)O)=[CH:27][CH:26]=1.C(=O)([O-])[O-].[K+].[K+]. Product: [CH3:1][C:2]1[CH:7]=[CH:6][C:5]([S:8]([O:11][CH2:12][CH:13]2[CH2:17][C:16]3[CH:18]=[CH:19][CH:20]=[C:21]([C:28]4[CH:29]=[CH:30][C:25]([C:24]([F:35])([F:34])[F:23])=[CH:26][CH:27]=4)[C:15]=3[O:14]2)(=[O:10])=[O:9])=[CH:4][CH:3]=1. The catalyst class is: 608. (7) Reactant: [Cl:1][C:2]1[CH:3]=[N:4][C:5]([N:8]2[CH2:13][CH2:12][CH:11]([C@H:14]3[CH2:16][C@H:15]3[CH2:17][CH2:18][OH:19])[CH2:10][CH2:9]2)=[N:6][CH:7]=1.C(N(CC)CC)C.[S:27](Cl)([C:30]1[CH:36]=[CH:35][C:33]([CH3:34])=[CH:32][CH:31]=1)(=[O:29])=[O:28]. Product: [CH3:34][C:33]1[CH:35]=[CH:36][C:30]([S:27]([O:19][CH2:18][CH2:17][C@@H:15]2[CH2:16][C@@H:14]2[CH:11]2[CH2:12][CH2:13][N:8]([C:5]3[N:6]=[CH:7][C:2]([Cl:1])=[CH:3][N:4]=3)[CH2:9][CH2:10]2)(=[O:29])=[O:28])=[CH:31][CH:32]=1. The catalyst class is: 112.